This data is from Full USPTO retrosynthesis dataset with 1.9M reactions from patents (1976-2016). The task is: Predict the reactants needed to synthesize the given product. (1) Given the product [F:9][C:10]1[CH:16]=[C:15]([C:24]([F:29])([C:25]([F:28])([F:27])[F:26])[C:23]([Br:22])([F:32])[F:31])[CH:14]=[CH:13][C:11]=1[NH2:12], predict the reactants needed to synthesize it. The reactants are: S(S([O-])=O)([O-])=O.[Na+].[Na+].[F:9][C:10]1[CH:16]=[CH:15][CH:14]=[CH:13][C:11]=1[NH2:12].C(=O)([O-])O.[Na+].[Br:22][C:23]([F:32])([F:31])[C:24](Br)([F:29])[C:25]([F:28])([F:27])[F:26].C(=O)([O-])[O-].[Na+].[Na+]. (2) Given the product [F:37][C:2]1([F:1])[O:6][C:5]2[CH:7]=[CH:8][C:9]([C:11]3([C:14]([NH:16][C:17]4[N:22]=[C:21]([C:23]5[CH:35]=[CH:34][C:26]([C:27]([OH:29])=[O:28])=[CH:25][CH:24]=5)[C:20]([CH3:36])=[CH:19][N:18]=4)=[O:15])[CH2:13][CH2:12]3)=[CH:10][C:4]=2[O:3]1, predict the reactants needed to synthesize it. The reactants are: [F:1][C:2]1([F:37])[O:6][C:5]2[CH:7]=[CH:8][C:9]([C:11]3([C:14]([NH:16][C:17]4[N:22]=[C:21]([C:23]5[CH:35]=[CH:34][C:26]([C:27]([O:29]C(C)(C)C)=[O:28])=[CH:25][CH:24]=5)[C:20]([CH3:36])=[CH:19][N:18]=4)=[O:15])[CH2:13][CH2:12]3)=[CH:10][C:4]=2[O:3]1.C(O)(C(F)(F)F)=O. (3) Given the product [Cl:1][C:2]1[CH:7]=[C:6]([N:8]2[C:15]([CH3:16])=[CH:14][CH:13]=[N:9]2)[CH:5]=[C:4]([Cl:10])[N:3]=1, predict the reactants needed to synthesize it. The reactants are: [Cl:1][C:2]1[CH:7]=[C:6]([NH:8][NH2:9])[CH:5]=[C:4]([Cl:10])[N:3]=1.CO/[CH:13]=[CH:14]/[C:15](=O)[CH3:16].C1(C)C=CC(S(O)(=O)=O)=CC=1. (4) Given the product [C:1]([C:3]1[CH:8]=[CH:7][C:6](/[CH:9]=[CH:10]/[C:11]([N:13]([CH3:31])[CH:14]([C:19]2[CH:24]=[CH:23][CH:22]=[C:21]([C:25]([F:26])([F:27])[F:28])[CH:20]=2)[C:15]([F:16])([F:17])[F:18])=[O:12])=[CH:5][CH:4]=1)#[N:2], predict the reactants needed to synthesize it. The reactants are: [C:1]([C:3]1[CH:8]=[CH:7][C:6](/[CH:9]=[CH:10]/[C:11]([NH:13][CH:14]([C:19]2[CH:24]=[CH:23][CH:22]=[C:21]([C:25]([F:28])([F:27])[F:26])[CH:20]=2)[C:15]([F:18])([F:17])[F:16])=[O:12])=[CH:5][CH:4]=1)#[N:2].[H-].[Na+].[CH3:31]I.